Task: Predict which catalyst facilitates the given reaction.. Dataset: Catalyst prediction with 721,799 reactions and 888 catalyst types from USPTO (1) Reactant: [Br:1][C:2]1[C:7]2[CH:8]=[CH:9][CH:10]=[CH:11][C:6]=2[C:5](=[O:12])[O:4][C:3]=1[C@H:13]([OH:16])[CH2:14][OH:15].N1C=CN=C1.[C:22]([Si:26]([C:34]1[CH:39]=[CH:38][CH:37]=[CH:36][CH:35]=1)([C:28]1[CH:33]=[CH:32][CH:31]=[CH:30][CH:29]=1)Cl)([CH3:25])([CH3:24])[CH3:23].O. Product: [Br:1][C:2]1[C:7]2[C:6](=[CH:11][CH:10]=[CH:9][CH:8]=2)[C:5](=[O:12])[O:4][C:3]=1[C@H:13]([OH:16])[CH2:14][O:15][Si:26]([C:22]([CH3:25])([CH3:24])[CH3:23])([C:34]1[CH:35]=[CH:36][CH:37]=[CH:38][CH:39]=1)[C:28]1[CH:33]=[CH:32][CH:31]=[CH:30][CH:29]=1. The catalyst class is: 9. (2) The catalyst class is: 4. Reactant: C(OC([N:8]1[CH2:13][CH2:12][N:11]([CH2:14][C:15]2[CH:16]=[C:17]([CH:46]=[CH:47][CH:48]=2)[C:18]([O:20][C:21]2[CH:22]=[CH:23][C:24]3[C:30]4[C:31]([O:39][CH3:40])=[C:32]([O:37][CH3:38])[C:33]([O:35][CH3:36])=[CH:34][C:29]=4[CH2:28][CH2:27][C@H:26]([NH:41][C:42](=[O:44])[CH3:43])[C:25]=3[CH:45]=2)=[O:19])[CH2:10][CH2:9]1)=O)(C)(C)C.Cl.CCOCC. Product: [N:11]1([CH2:14][C:15]2[CH:16]=[C:17]([CH:46]=[CH:47][CH:48]=2)[C:18]([O:20][C:21]2[CH:22]=[CH:23][C:24]3[C:30]4[C:31]([O:39][CH3:40])=[C:32]([O:37][CH3:38])[C:33]([O:35][CH3:36])=[CH:34][C:29]=4[CH2:28][CH2:27][C@H:26]([NH:41][C:42](=[O:44])[CH3:43])[C:25]=3[CH:45]=2)=[O:19])[CH2:10][CH2:9][NH:8][CH2:13][CH2:12]1. (3) Reactant: [C:1]([O:5][C:6]([N:8]1[CH2:13][CH2:12][C:11]2[S:14][CH:15]=[CH:16][C:10]=2[CH2:9]1)=[O:7])([CH3:4])([CH3:3])[CH3:2].C1C(=O)N([Br:24])C(=O)C1. Product: [C:1]([O:5][C:6]([N:8]1[CH2:13][CH2:12][C:11]2[S:14][C:15]([Br:24])=[CH:16][C:10]=2[CH2:9]1)=[O:7])([CH3:4])([CH3:2])[CH3:3]. The catalyst class is: 10. (4) Reactant: [NH2:1][C:2]1[CH:3]=[C:4]([CH:9]=[C:10]([O:13][CH3:14])[C:11]=1[OH:12])[C:5]([O:7][CH3:8])=[O:6].[C:15](=S)(OCC)[S-:16].[K+].Cl. Product: [CH3:14][O:13][C:10]1[C:11]2[O:12][C:15](=[S:16])[NH:1][C:2]=2[CH:3]=[C:4]([C:5]([O:7][CH3:8])=[O:6])[CH:9]=1. The catalyst class is: 17. (5) Reactant: [N:1]1([CH2:7][C:8]2[CH:9]=[C:10]([NH2:15])[C:11]([NH2:14])=[CH:12][CH:13]=2)[CH2:6][CH2:5][O:4][CH2:3][CH2:2]1.[N+:16]([C:19]1[C:20]([C:24](O)=O)=[N:21][NH:22][CH:23]=1)([O-:18])=[O:17].[B-](F)(F)(F)F.CN(C(ON1N=NC2C1=CC=CC=2)=[N+](C)C)C. Product: [N:1]1([CH2:7][C:8]2[CH:13]=[CH:12][C:11]3[NH:14][C:24]([C:20]4[C:19]([N+:16]([O-:18])=[O:17])=[CH:23][NH:22][N:21]=4)=[N:15][C:10]=3[CH:9]=2)[CH2:6][CH2:5][O:4][CH2:3][CH2:2]1. The catalyst class is: 9. (6) Reactant: [C:1]([O:5][C:6]([C@H:8]1[C@H:12]([C:13]([CH2:15]Br)=[CH2:14])[CH2:11][N:10]([C:17]([O:19][CH2:20][C:21]2[CH:26]=[CH:25][CH:24]=[CH:23][CH:22]=2)=[O:18])[CH2:9]1)=[O:7])([CH3:4])([CH3:3])[CH3:2].CN1CCCN(C)C1=O.C[Si](C)(C)[N-][Si](C)(C)C.[Li+]. Product: [C:1]([O:5][C:6]([C@@:8]12[CH2:14][C:13](=[CH2:15])[C@@H:12]1[CH2:11][N:10]([C:17]([O:19][CH2:20][C:21]1[CH:26]=[CH:25][CH:24]=[CH:23][CH:22]=1)=[O:18])[CH2:9]2)=[O:7])([CH3:4])([CH3:3])[CH3:2]. The catalyst class is: 207.